This data is from Merck oncology drug combination screen with 23,052 pairs across 39 cell lines. The task is: Regression. Given two drug SMILES strings and cell line genomic features, predict the synergy score measuring deviation from expected non-interaction effect. Drug 1: O=C(CCCCCCC(=O)Nc1ccccc1)NO. Drug 2: COC1=C2CC(C)CC(OC)C(O)C(C)C=C(C)C(OC(N)=O)C(OC)C=CC=C(C)C(=O)NC(=CC1=O)C2=O. Cell line: ES2. Synergy scores: synergy=6.19.